Task: Predict the reactants needed to synthesize the given product.. Dataset: Full USPTO retrosynthesis dataset with 1.9M reactions from patents (1976-2016) Given the product [Cl:1][C:2]1[CH:17]=[C:16]([N:18]2[CH2:22][CH2:21][C:20]([C:27]3[CH:32]=[C:31]([Cl:33])[CH:30]=[C:29]([Cl:34])[CH:28]=3)([C:23]([F:26])([F:25])[F:24])[CH2:19]2)[CH:15]=[CH:14][C:3]=1[C:4](=[S:44])[NH:6][CH2:7][C:8]1[CH:13]=[CH:12][CH:11]=[CH:10][N:9]=1, predict the reactants needed to synthesize it. The reactants are: [Cl:1][C:2]1[CH:17]=[C:16]([N:18]2[CH2:22][CH2:21][C:20]([C:27]3[CH:32]=[C:31]([Cl:33])[CH:30]=[C:29]([Cl:34])[CH:28]=3)([C:23]([F:26])([F:25])[F:24])[CH2:19]2)[CH:15]=[CH:14][C:3]=1[C:4]([NH:6][CH2:7][C:8]1[CH:13]=[CH:12][CH:11]=[CH:10][N:9]=1)=O.COC1C=CC(P2(SP(C3C=CC(OC)=CC=3)(=S)S2)=[S:44])=CC=1.